This data is from Reaction yield outcomes from USPTO patents with 853,638 reactions. The task is: Predict the reaction yield, written as a fraction of the theoretical maximum amount of product (1.0 means a 100% yield; for example, 0.34 means a 34% yield). The catalyst is [Pd].CO.O1CCCC1. The yield is 1.00. The reactants are [OH:1][C:2]1[C:7]([N+:8]([O-])=O)=[CH:6][CH:5]=[CH:4][C:3]=1[S:11]([N:14]([CH3:16])[CH3:15])(=[O:13])=[O:12]. The product is [NH2:8][C:7]1[C:2]([OH:1])=[C:3]([S:11]([N:14]([CH3:15])[CH3:16])(=[O:13])=[O:12])[CH:4]=[CH:5][CH:6]=1.